From a dataset of NCI-60 drug combinations with 297,098 pairs across 59 cell lines. Regression. Given two drug SMILES strings and cell line genomic features, predict the synergy score measuring deviation from expected non-interaction effect. (1) Drug 1: CC1=C2C(C(=O)C3(C(CC4C(C3C(C(C2(C)C)(CC1OC(=O)C(C(C5=CC=CC=C5)NC(=O)C6=CC=CC=C6)O)O)OC(=O)C7=CC=CC=C7)(CO4)OC(=O)C)O)C)OC(=O)C. Drug 2: CC12CCC3C(C1CCC2O)C(CC4=C3C=CC(=C4)O)CCCCCCCCCS(=O)CCCC(C(F)(F)F)(F)F. Cell line: OVCAR-5. Synergy scores: CSS=2.18, Synergy_ZIP=-1.14, Synergy_Bliss=-1.15, Synergy_Loewe=-2.47, Synergy_HSA=-1.68. (2) Drug 1: CN1C2=C(C=C(C=C2)N(CCCl)CCCl)N=C1CCCC(=O)O.Cl. Drug 2: C1=NC2=C(N1)C(=S)N=CN2. Cell line: OVCAR-5. Synergy scores: CSS=21.5, Synergy_ZIP=-6.78, Synergy_Bliss=-3.19, Synergy_Loewe=-15.6, Synergy_HSA=-0.388. (3) Drug 2: C1C(C(OC1N2C=NC3=C2NC=NCC3O)CO)O. Drug 1: C1=NNC2=C1C(=O)NC=N2. Synergy scores: CSS=3.29, Synergy_ZIP=3.12, Synergy_Bliss=5.00, Synergy_Loewe=2.64, Synergy_HSA=2.81. Cell line: SNB-75. (4) Drug 1: CN1C(=O)N2C=NC(=C2N=N1)C(=O)N. Drug 2: CNC(=O)C1=NC=CC(=C1)OC2=CC=C(C=C2)NC(=O)NC3=CC(=C(C=C3)Cl)C(F)(F)F. Cell line: MOLT-4. Synergy scores: CSS=-0.632, Synergy_ZIP=8.43, Synergy_Bliss=14.1, Synergy_Loewe=3.02, Synergy_HSA=4.11. (5) Drug 1: C1C(C(OC1N2C=NC(=NC2=O)N)CO)O. Drug 2: C(CN)CNCCSP(=O)(O)O. Cell line: NCI-H522. Synergy scores: CSS=12.6, Synergy_ZIP=-2.81, Synergy_Bliss=2.42, Synergy_Loewe=-34.1, Synergy_HSA=2.89. (6) Drug 1: COC1=C2C(=CC3=C1OC=C3)C=CC(=O)O2. Drug 2: C1C(C(OC1N2C=NC(=NC2=O)N)CO)O. Cell line: MDA-MB-435. Synergy scores: CSS=-2.96, Synergy_ZIP=12.8, Synergy_Bliss=7.47, Synergy_Loewe=3.05, Synergy_HSA=0.150. (7) Drug 1: CC1CCC2CC(C(=CC=CC=CC(CC(C(=O)C(C(C(=CC(C(=O)CC(OC(=O)C3CCCCN3C(=O)C(=O)C1(O2)O)C(C)CC4CCC(C(C4)OC)O)C)C)O)OC)C)C)C)OC. Drug 2: CC(C)(C#N)C1=CC(=CC(=C1)CN2C=NC=N2)C(C)(C)C#N. Cell line: HCC-2998. Synergy scores: CSS=-3.84, Synergy_ZIP=-1.27, Synergy_Bliss=-4.09, Synergy_Loewe=-6.12, Synergy_HSA=-6.30.